This data is from Full USPTO retrosynthesis dataset with 1.9M reactions from patents (1976-2016). The task is: Predict the reactants needed to synthesize the given product. (1) Given the product [CH3:23][O:24][CH2:25][CH2:26][N:27]([CH2:1][C:3]1[CH:13]=[CH:12][C:6]([CH:7]=[CH:8][C:9]([OH:11])=[O:10])=[CH:5][CH:4]=1)[CH2:42][CH:43]=[CH:44][C:45]1[CH:50]=[CH:49][CH:48]=[CH:47][CH:46]=1, predict the reactants needed to synthesize it. The reactants are: [CH:1]([C:3]1[CH:13]=[CH:12][C:6]([CH:7]=[CH:8][C:9]([OH:11])=[O:10])=[CH:5][CH:4]=1)=O.C(N=C=NC(C)C)(C)C.[CH3:23][O:24][CH2:25][CH2:26][NH2:27].[BH-](OC(C)=O)(OC(C)=O)OC(C)=O.[Na+].[CH:42](=O)/[CH:43]=[CH:44]/[C:45]1[CH:50]=[CH:49][CH:48]=[CH:47][CH:46]=1. (2) Given the product [F:66][C:61]1[CH:62]=[CH:63][CH:64]=[CH:65][C:60]=1[C:57]1[CH:58]=[CH:59][C:54]([CH2:53][C@@H:44]([NH:43][C:7]([C:5]2[N:4]=[N:3][N:2]([OH:1])[CH:6]=2)=[O:9])[CH2:45][C@:46]([CH2:51][OH:52])([CH3:50])[C:47]([OH:49])=[O:48])=[CH:55][CH:56]=1, predict the reactants needed to synthesize it. The reactants are: [OH:1][N:2]1[CH:6]=[C:5]([C:7]([OH:9])=O)[N:4]=[N:3]1.CCN(C(C)C)C(C)C.CN(C(ON1N=NC2C=CC=NC1=2)=[N+](C)C)C.F[P-](F)(F)(F)(F)F.[NH2:43][C@H:44]([CH2:53][C:54]1[CH:59]=[CH:58][C:57]([C:60]2[CH:65]=[CH:64][CH:63]=[CH:62][C:61]=2[F:66])=[CH:56][CH:55]=1)[CH2:45][C@:46]([CH2:51][OH:52])([CH3:50])[C:47]([OH:49])=[O:48]. (3) Given the product [CH3:1][C:2]1[CH:8]=[CH:7][C:5]([NH:6][C:32](=[O:33])[C:31]2[CH:35]=[C:36]([S:38]([F:43])([F:39])([F:40])([F:41])[F:42])[CH:37]=[C:29]([N:23]3[CH2:28][CH2:27][O:26][CH2:25][CH2:24]3)[CH:30]=2)=[CH:4][C:3]=1[N:9]1[C:16]2[N:12]([N:13]=[C:14]([C:17]3[CH:18]=[N:19][CH:20]=[CH:21][CH:22]=3)[CH:15]=2)[CH:11]=[CH:10]1, predict the reactants needed to synthesize it. The reactants are: [CH3:1][C:2]1[CH:8]=[CH:7][C:5]([NH2:6])=[CH:4][C:3]=1[N:9]1[C:16]2[N:12]([N:13]=[C:14]([C:17]3[CH:18]=[N:19][CH:20]=[CH:21][CH:22]=3)[CH:15]=2)[CH:11]=[CH:10]1.[N:23]1([C:29]2[CH:30]=[C:31]([CH:35]=[C:36]([S:38]([F:43])([F:42])([F:41])([F:40])[F:39])[CH:37]=2)[C:32](O)=[O:33])[CH2:28][CH2:27][O:26][CH2:25][CH2:24]1.CN(C(ON1N=NC2C=CC=NC1=2)=[N+](C)C)C.F[P-](F)(F)(F)(F)F.CN1CCOCC1.[OH-].[Na+]. (4) Given the product [N:27]1[C:26]2[CH:30]=[CH:31][O:32][C:25]=2[C:24]([NH:22][C:21]2[C:17]([C:15]([NH:14][C:11]3[CH:12]=[CH:13][C:8]([CH2:7][N:1]4[CH2:6][CH2:5][O:4][CH2:3][CH2:2]4)=[CH:9][CH:10]=3)=[O:16])=[N:18][NH:19][CH:20]=2)=[N:29][CH:28]=1, predict the reactants needed to synthesize it. The reactants are: [N:1]1([CH2:7][C:8]2[CH:13]=[CH:12][C:11]([NH:14][C:15]([C:17]3[C:21]([NH2:22])=[CH:20][NH:19][N:18]=3)=[O:16])=[CH:10][CH:9]=2)[CH2:6][CH2:5][O:4][CH2:3][CH2:2]1.Cl[C:24]1[C:25]2[O:32][CH:31]=[CH:30][C:26]=2[N:27]=[CH:28][N:29]=1. (5) Given the product [CH3:18][S:19]([C:22]1[CH:27]=[CH:26][C:25]([N:2]2[CH:3]=[C:4]3[C:5]([CH2:6][CH2:7][N:8]([C:11]([O:13][C:14]([CH3:17])([CH3:16])[CH3:15])=[O:12])[CH2:9][CH2:10]3)=[N:1]2)=[CH:24][CH:23]=1)(=[O:21])=[O:20], predict the reactants needed to synthesize it. The reactants are: [N:1]1[NH:2][CH:3]=[C:4]2[CH2:10][CH2:9][N:8]([C:11]([O:13][C:14]([CH3:17])([CH3:16])[CH3:15])=[O:12])[CH2:7][CH2:6][C:5]=12.[CH3:18][S:19]([C:22]1[CH:27]=[CH:26][C:25](B(O)O)=[CH:24][CH:23]=1)(=[O:21])=[O:20].N1C=CC=CC=1. (6) Given the product [F:1][C@H:2]1[C@@H:7]([O:8][C:9]2[CH:16]=[CH:15][C:14]([C:17]3[N:22]=[C:21]([NH:23][C:24]4[CH:29]=[CH:28][C:27]([N:30]5[CH2:35][CH2:34][CH:33]([N:36]6[CH2:41][CH2:40][O:39][CH2:38][CH2:37]6)[CH2:32][CH2:31]5)=[C:26]([O:42][CH3:43])[CH:25]=4)[N:20]=[CH:19][N:18]=3)=[CH:13][C:10]=2[C:11]#[N:12])[CH2:6][CH2:5][N:4]([C:79](=[O:80])[C@@H:78]([OH:77])[CH3:82])[CH2:3]1, predict the reactants needed to synthesize it. The reactants are: [F:1][C@H:2]1[C@@H:7]([O:8][C:9]2[CH:16]=[CH:15][C:14]([C:17]3[N:22]=[C:21]([NH:23][C:24]4[CH:29]=[CH:28][C:27]([N:30]5[CH2:35][CH2:34][CH:33]([N:36]6[CH2:41][CH2:40][O:39][CH2:38][CH2:37]6)[CH2:32][CH2:31]5)=[C:26]([O:42][CH3:43])[CH:25]=4)[N:20]=[CH:19][N:18]=3)=[CH:13][C:10]=2[C:11]#[N:12])[CH2:6][CH2:5][NH:4][CH2:3]1.C(N(CC)C(C)C)(C)C.CN(C(ON1N=NC2C=CC=NC1=2)=[N+](C)C)C.F[P-](F)(F)(F)(F)F.[OH:77][C@@H:78]([CH3:82])[C:79](O)=[O:80]. (7) Given the product [N:9]([N:3]1[CH2:4][CH2:5][S:1][CH:2]1[C:6]([OH:8])=[O:7])=[O:10], predict the reactants needed to synthesize it. The reactants are: [S:1]1[CH2:5][CH2:4][NH:3][CH:2]1[C:6]([OH:8])=[O:7].[N:9]([O-])=[O:10].[Na+].